Dataset: Reaction yield outcomes from USPTO patents with 853,638 reactions. Task: Predict the reaction yield, written as a fraction of the theoretical maximum amount of product (1.0 means a 100% yield; for example, 0.34 means a 34% yield). (1) The reactants are [CH3:1][C:2]1[CH:7]=[C:6]([CH3:8])[N:5]=[C:4]([N:9]2[CH2:14][CH2:13][N:12]([CH2:15][CH2:16][CH2:17][CH:18]=[CH:19][C:20]3[N:29]=[C:28]4[C:23]([CH2:24][CH2:25][C:26](=[O:30])[NH:27]4)=[CH:22][CH:21]=3)[CH2:11][CH2:10]2)[CH:3]=1. The catalyst is CCO.[Pd]. The product is [CH3:1][C:2]1[CH:7]=[C:6]([CH3:8])[N:5]=[C:4]([N:9]2[CH2:10][CH2:11][N:12]([CH2:15][CH2:16][CH2:17][CH2:18][CH2:19][C:20]3[N:29]=[C:28]4[C:23]([CH2:24][CH2:25][C:26](=[O:30])[NH:27]4)=[CH:22][CH:21]=3)[CH2:13][CH2:14]2)[CH:3]=1. The yield is 0.570. (2) The reactants are [Cl:1][C:2]1[CH:11]=[CH:10][C:5]([C:6]([NH:8][NH2:9])=[O:7])=[CH:4][CH:3]=1.[CH:12]1[CH:17]=[CH:16][C:15]([C:18](/[CH:20]=[N:21]/[OH:22])=O)=[CH:14][CH:13]=1. The catalyst is C(O)C.C(O)(=O)C. The product is [Cl:1][C:2]1[CH:11]=[CH:10][C:5]([C:6]([NH:8][N:9]=[C:18]([C:15]2[CH:16]=[CH:17][CH:12]=[CH:13][CH:14]=2)[CH:20]=[N:21][OH:22])=[O:7])=[CH:4][CH:3]=1. The yield is 0.410. (3) The reactants are CO[C:3](=[O:26])[CH:4]([C:9]1[N:13]2[CH:14]=[C:15]([CH3:18])[CH:16]=[CH:17][C:12]2=[N:11][C:10]=1[C:19]1[CH:24]=[CH:23][C:22]([CH3:25])=[CH:21][CH:20]=1)[CH2:5][CH2:6][CH:7]=O.[CH3:27][NH2:28].[BH4-].[Na+].O. The catalyst is CO.CO.CCOC(C)=O. The product is [CH3:27][N:28]1[CH2:7][CH2:6][CH2:5][CH:4]([C:9]2[N:13]3[CH:14]=[C:15]([CH3:18])[CH:16]=[CH:17][C:12]3=[N:11][C:10]=2[C:19]2[CH:24]=[CH:23][C:22]([CH3:25])=[CH:21][CH:20]=2)[C:3]1=[O:26]. The yield is 0.310. (4) The reactants are [OH:1][C@H:2]1[CH2:6][CH2:5][CH2:4][C@H:3]1[O:7][C@H:8]1[CH2:13][CH2:12][C@H:11]([N:14]2[C:19](=[O:20])[C:18]([CH2:21][C:22]3[CH:27]=[CH:26][C:25]([C:28]4[CH:33]=[CH:32][CH:31]=[CH:30][C:29]=4[C:34]4[NH:38][C:37](=[O:39])[O:36][N:35]=4)=[CH:24][CH:23]=3)=[C:17]([CH2:40][CH2:41][CH3:42])[N:16]3[N:43]=[CH:44][N:45]=[C:15]23)[CH2:10][CH2:9]1.CC(OI1(OC(C)=O)(OC(C)=O)OC(=O)C2C=CC=CC1=2)=O.C(=O)([O-])O.[Na+].S([O-])([O-])(=O)=S.[Na+].[Na+]. The catalyst is C(#N)C. The product is [O:1]=[C:2]1[CH2:6][CH2:5][CH2:4][CH:3]1[O:7][C@H:8]1[CH2:13][CH2:12][C@H:11]([N:14]2[C:19](=[O:20])[C:18]([CH2:21][C:22]3[CH:23]=[CH:24][C:25]([C:28]4[CH:33]=[CH:32][CH:31]=[CH:30][C:29]=4[C:34]4[NH:38][C:37](=[O:39])[O:36][N:35]=4)=[CH:26][CH:27]=3)=[C:17]([CH2:40][CH2:41][CH3:42])[N:16]3[N:43]=[CH:44][N:45]=[C:15]23)[CH2:10][CH2:9]1. The yield is 0.620. (5) The reactants are [F:1][C:2]1[CH:7]=[CH:6][C:5]([C@:8]2([CH2:32][C:33]([OH:36])([CH3:35])[CH3:34])[O:13][C:12](=[O:14])[N:11]([C@H:15]([C:17]3[CH:22]=[CH:21][C:20](B4OC(C)(C)C(C)(C)O4)=[CH:19][CH:18]=3)[CH3:16])[CH2:10][CH2:9]2)=[CH:4][CH:3]=1.Br[C:38]1[CH:39]=[CH:40][C:41](=[O:45])[N:42]([CH3:44])[CH:43]=1.C([O-])([O-])=O.[Cs+].[Cs+]. The catalyst is O1CCOCC1.CCOC(C)=O. The product is [F:1][C:2]1[CH:3]=[CH:4][C:5]([C@:8]2([CH2:32][C:33]([OH:36])([CH3:35])[CH3:34])[O:13][C:12](=[O:14])[N:11]([C@H:15]([C:17]3[CH:18]=[CH:19][C:20]([C:38]4[CH:39]=[CH:40][C:41](=[O:45])[N:42]([CH3:44])[CH:43]=4)=[CH:21][CH:22]=3)[CH3:16])[CH2:10][CH2:9]2)=[CH:6][CH:7]=1. The yield is 0.220. (6) The reactants are [C:1]([O:5][C:6]([N:8]1[CH2:13][CH:12]=[C:11]([C:14]2[CH:19]=[CH:18][C:17]([NH2:20])=[CH:16][CH:15]=2)[CH2:10][CH2:9]1)=[O:7])([CH3:4])([CH3:3])[CH3:2]. The catalyst is CO.[Pd]. The product is [C:1]([O:5][C:6]([N:8]1[CH2:13][CH2:12][CH:11]([C:14]2[CH:19]=[CH:18][C:17]([NH2:20])=[CH:16][CH:15]=2)[CH2:10][CH2:9]1)=[O:7])([CH3:4])([CH3:2])[CH3:3]. The yield is 1.00. (7) The reactants are CC(C1C=C(C(C)C)C=C(C(C)C)C=1S([O:19][CH:20]([C:27]1(O)[CH2:30][N:29]([C:31]([C:33]2[CH:38]=[CH:37][C:36]([F:39])=[C:35]([F:40])[C:34]=2[NH:41][C:42]2[CH:47]=[CH:46][C:45]([I:48])=[CH:44][C:43]=2[F:49])=[O:32])[CH2:28]1)[CH2:21][CH:22]1[O:26][CH2:25][CH2:24][O:23]1)(=O)=O)C.[H-].[Na+].C(OCC)(=O)C. The catalyst is O1CCCC1. The product is [O:26]1[CH2:25][CH2:24][O:23][CH:22]1[CH2:21][CH:20]1[C:27]2([CH2:30][N:29]([C:31]([C:33]3[C:34]([NH:41][C:42]4[CH:47]=[CH:46][C:45]([I:48])=[CH:44][C:43]=4[F:49])=[C:35]([F:40])[C:36]([F:39])=[CH:37][CH:38]=3)=[O:32])[CH2:28]2)[O:19]1. The yield is 0.940.